From a dataset of Forward reaction prediction with 1.9M reactions from USPTO patents (1976-2016). Predict the product of the given reaction. (1) Given the reactants [ClH:1].[NH:2]1[CH2:7][CH2:6][CH:5]([C:8]2[CH:13]=[CH:12][N:11]3[CH:14]=[N:15][CH:16]=[C:10]3[CH:9]=2)[CH2:4][CH2:3]1.Br[C:18]1C=CN=C(C(N)C)C=1.BrC1C=CN=C(CN)C=1, predict the reaction product. The product is: [ClH:1].[CH3:18][C:16]1[N:15]=[CH:14][N:11]2[CH:12]=[CH:13][C:8]([CH:5]3[CH2:4][CH2:3][NH:2][CH2:7][CH2:6]3)=[CH:9][C:10]=12. (2) Given the reactants CC([N:5]([C@@H:9]1[CH2:14][CH2:13][N:12]([CH2:15][CH:16]2[C:20]3=[C:21]([F:29])[CH:22]=[N:23][C:24]4[CH:25]=[CH:26][C:27](=[O:28])[N:18]([C:19]=43)[CH2:17]2)[CH2:11][C@@H:10]1[OH:30])C(=O)[O-])(C)C.FC(F)(F)C(O)=O, predict the reaction product. The product is: [NH2:5][C@@H:9]1[CH2:14][CH2:13][N:12]([CH2:15][CH:16]2[C:20]3=[C:21]([F:29])[CH:22]=[N:23][C:24]4[CH:25]=[CH:26][C:27](=[O:28])[N:18]([C:19]=43)[CH2:17]2)[CH2:11][C@@H:10]1[OH:30]. (3) Given the reactants [NH2:1][C:2]1[S:6][C:5]2[CH:7]=[CH:8][CH:9]=[C:10]([CH3:11])[C:4]=2[C:3]=1[C:12]#[N:13].Cl[C:15]1[CH:20]=[CH:19][CH:18]=[CH:17][C:16]=1[N+:21]([O-:23])=[O:22], predict the reaction product. The product is: [CH3:11][C:10]1[C:4]2[C:3]([C:12]#[N:13])=[C:2]([NH:1][C:15]3[CH:20]=[CH:19][CH:18]=[CH:17][C:16]=3[N+:21]([O-:23])=[O:22])[S:6][C:5]=2[CH:7]=[CH:8][CH:9]=1. (4) Given the reactants [CH3:1][N:2]1[CH2:7][CH2:6][N:5]([C:8]2[CH:9]=[CH:10][C:11]([N+:24]([O-])=O)=[C:12]([NH:14][S:15]([C:18]3[CH:23]=[CH:22][CH:21]=[CH:20][CH:19]=3)(=[O:17])=[O:16])[CH:13]=2)[CH2:4][CH2:3]1.O.NN.CO[C:32]1[CH:37]=[C:36]([CH3:38])[CH:35]=[CH:34][C:33]=1[S:39]([Cl:42])(=[O:41])=[O:40].C1C[O:46][CH2:45]C1, predict the reaction product. The product is: [ClH:42].[CH3:45][O:46][C:35]1[CH:34]=[C:33]([S:39]([NH:24][C:11]2[CH:10]=[CH:9][C:8]([N:5]3[CH2:6][CH2:7][N:2]([CH3:1])[CH2:3][CH2:4]3)=[CH:13][C:12]=2[NH:14][S:15]([C:18]2[CH:23]=[CH:22][CH:21]=[CH:20][CH:19]=2)(=[O:17])=[O:16])(=[O:40])=[O:41])[CH:32]=[CH:37][C:36]=1[CH3:38]. (5) Given the reactants [C:1]([O:4][C@H:5]1[CH2:10][CH2:9][C@H:8]2[C@H:11]3[C@H:21]([CH2:22][CH2:23][C@:6]12[CH3:7])[C@:19]1([CH3:20])[C@H:14]([CH2:15][CH2:16][CH2:17][CH2:18]1)[C:13](=[O:24])[CH2:12]3)(=[O:3])[CH3:2].C1(P(C2C=CC=CC=2)C2C=CC=CC=2)C=CC=CC=1.[C:44]([OH:47])(=[O:46])[CH3:45].C[CH2:49][O:50]C(/N=N/C(OCC)=O)=O, predict the reaction product. The product is: [CH3:49][O:50][C@:14]12[CH2:15][C@H:16]([O:46][C:44](=[O:47])[CH3:45])[CH2:17][CH2:18][C@:19]1([CH3:20])[C@@H:21]1[C@H:11]([C@H:8]3[C@@:6]([CH2:23][CH2:22]1)([CH3:7])[C@@H:5]([O:4][C:1](=[O:3])[CH3:2])[CH2:10][CH2:9]3)[CH2:12][C:13]2=[O:24]. (6) Given the reactants C(Cl)(=O)C(Cl)=O.CS(C)=O.[C:11]([O:15][C:16]([N:18]1[CH2:23][CH2:22][N:21]([C:24]([O:26][C:27]([CH3:30])([CH3:29])[CH3:28])=[O:25])[CH2:20][C@@H:19]1[CH2:31][OH:32])=[O:17])([CH3:14])([CH3:13])[CH3:12].C(N(CC)CC)C.C([O-])(O)=O.[Na+], predict the reaction product. The product is: [C:11]([O:15][C:16]([N:18]1[CH2:23][CH2:22][N:21]([C:24]([O:26][C:27]([CH3:30])([CH3:29])[CH3:28])=[O:25])[CH2:20][CH:19]1[CH:31]=[O:32])=[O:17])([CH3:14])([CH3:13])[CH3:12]. (7) The product is: [OH:13][C:11]1[CH:10]=[C:9]2[C:4]([CH2:5][CH:6]([C:17]3[CH:18]=[CH:19][C:20]([OH:23])=[CH:21][CH:22]=3)[CH:7]3[CH2:16][CH2:15][CH2:14][CH:8]32)=[C:3]([CH2:2][C:24]#[N:25])[CH:12]=1. Given the reactants Br[CH2:2][C:3]1[CH:12]=[C:11]([OH:13])[CH:10]=[C:9]2[C:4]=1[CH2:5][CH:6]([C:17]1[CH:22]=[CH:21][C:20]([OH:23])=[CH:19][CH:18]=1)[CH:7]1[CH2:16][CH2:15][CH2:14][CH:8]12.[C-:24]#[N:25].[K+].C1OCCOCCOCCOCCOCCOC1, predict the reaction product. (8) Given the reactants [C:1]1([S:7]([NH:10][N:11]2[C:15](=[O:16])[CH2:14][S:13][C:12]2=[S:17])(=[O:9])=[O:8])[CH:6]=[CH:5][CH:4]=[CH:3][CH:2]=1.[F:18][C:19]1[CH:26]=[CH:25][C:22]([CH:23]=O)=[CH:21][CH:20]=1.CC([O-])=O.[Na+], predict the reaction product. The product is: [F:18][C:19]1[CH:26]=[CH:25][C:22]([CH:23]=[C:14]2[S:13][C:12](=[S:17])[N:11]([NH:10][S:7]([C:1]3[CH:2]=[CH:3][CH:4]=[CH:5][CH:6]=3)(=[O:9])=[O:8])[C:15]2=[O:16])=[CH:21][CH:20]=1. (9) Given the reactants [Cl:1][C:2]1[CH:7]=[CH:6][C:5]([S:8]([N:11]([CH2:21][C:22]2[CH:33]=[CH:32][C:25]([C:26]([NH:28][CH2:29][CH2:30][OH:31])=O)=[CH:24][CH:23]=2)[C@H:12]([C:15]2[CH:20]=[CH:19][CH:18]=[CH:17][CH:16]=2)[CH2:13][CH3:14])(=[O:10])=[O:9])=[CH:4][CH:3]=1.C(N([S])CC)C.C(=O)([O-])[O-].[K+].[K+], predict the reaction product. The product is: [Cl:1][C:2]1[CH:7]=[CH:6][C:5]([S:8]([N:11]([CH2:21][C:22]2[CH:33]=[CH:32][C:25]([C:26]3[O:31][CH2:30][CH2:29][N:28]=3)=[CH:24][CH:23]=2)[C@H:12]([C:15]2[CH:20]=[CH:19][CH:18]=[CH:17][CH:16]=2)[CH2:13][CH3:14])(=[O:10])=[O:9])=[CH:4][CH:3]=1. (10) Given the reactants [Br:1][CH2:2][CH2:3][C:4]1[C:13]2[C:8](=[CH:9][CH:10]=[CH:11][CH:12]=2)[CH:7]=[CH:6][CH:5]=1.[S:14](=O)(=[O:17])([OH:16])[OH:15], predict the reaction product. The product is: [Br:1][CH2:2][CH2:3][C:4]1[C:13]2[C:8](=[CH:9][CH:10]=[CH:11][CH:12]=2)[C:7]([S:14]([OH:17])(=[O:16])=[O:15])=[CH:6][CH:5]=1.